From a dataset of Reaction yield outcomes from USPTO patents with 853,638 reactions. Predict the reaction yield, written as a fraction of the theoretical maximum amount of product (1.0 means a 100% yield; for example, 0.34 means a 34% yield). The reactants are [CH2:1]([O:3][C@H:4]([C:17]([O:19][CH2:20][CH3:21])=[O:18])[CH2:5][C:6]1[CH:16]=[CH:15][C:9]([O:10][CH2:11][C:12]([OH:14])=O)=[CH:8][CH:7]=1)[CH3:2].[CH2:22]([NH:28][CH2:29][CH2:30][C:31]1[CH:36]=[CH:35][CH:34]=[CH:33][CH:32]=1)[CH2:23][CH2:24][CH2:25][CH2:26][CH3:27].Cl.C(N=C=NCCCN(C)C)C. The catalyst is C(Cl)Cl.CN(C1C=CN=CC=1)C. The product is [CH2:1]([O:3][C@@H:4]([CH2:5][C:6]1[CH:7]=[CH:8][C:9]([O:10][CH2:11][C:12]([N:28]([CH2:22][CH2:23][CH2:24][CH2:25][CH2:26][CH3:27])[CH2:29][CH2:30][C:31]2[CH:36]=[CH:35][CH:34]=[CH:33][CH:32]=2)=[O:14])=[CH:15][CH:16]=1)[C:17]([O:19][CH2:20][CH3:21])=[O:18])[CH3:2]. The yield is 0.700.